Dataset: Full USPTO retrosynthesis dataset with 1.9M reactions from patents (1976-2016). Task: Predict the reactants needed to synthesize the given product. (1) Given the product [Br:1][C:2]1[CH:7]=[CH:6][C:5]([CH:8]([N:65]=[N+:66]=[N-:67])[C:10]2[CH:15]=[CH:14][C:13]([F:16])=[CH:12][C:11]=2[F:17])=[CH:4][CH:3]=1, predict the reactants needed to synthesize it. The reactants are: [Br:1][C:2]1[CH:7]=[CH:6][C:5]([CH:8]([C:10]2[CH:15]=[CH:14][C:13]([F:16])=[CH:12][C:11]=2[F:17])O)=[CH:4][CH:3]=1.C1C=CC(P(C2C=CC=CC=2)C2C=CC=CC=2)=CC=1.CC(OC(/N=N/C(OC(C)C)=O)=O)C.C1C=CC(P([N:65]=[N+:66]=[N-:67])(C2C=CC=CC=2)=O)=CC=1. (2) The reactants are: Br[C:2]1[CH:10]=[C:9]2[C:5]([CH:6]=[CH:7][N:8]2[CH3:11])=[C:4]([CH2:12][N:13]2[C:17]3[CH:18]=[CH:19][CH:20]=[CH:21][C:16]=3[N:15]([CH:22]([CH2:27][CH2:28][CH3:29])[CH2:23][C:24]([OH:26])=[O:25])[C:14]2=[O:30])[CH:3]=1.C([O-])=[O:32].[NH4+]. Given the product [CH3:11][N:8]1[C:9]2[C:5](=[C:4]([CH2:12][N:13]3[C:17]4[CH:18]=[CH:19][CH:20]=[CH:21][C:16]=4[N:15]([CH:22]([CH2:27][CH2:28][CH3:29])[CH2:23][C:24]([OH:26])=[O:25])[C:14]3=[O:30])[CH:3]=[CH:2][CH:10]=2)[CH2:6][C:7]1=[O:32], predict the reactants needed to synthesize it. (3) Given the product [C:22]([C:19]1[CH:18]=[CH:17][C:16]([O:15][C:11]2[C:10]([CH2:24][CH3:25])=[N:9][N:8]([CH2:7][C:6]([NH:5][NH:4][CH:1]=[O:3])=[O:26])[C:12]=2[CH2:13][CH3:14])=[CH:21][CH:20]=1)#[N:23], predict the reactants needed to synthesize it. The reactants are: [C:1]([NH:4][NH:5][C:6](=[O:26])[CH2:7][N:8]1[C:12]([CH2:13][CH3:14])=[C:11]([O:15][C:16]2[CH:21]=[CH:20][C:19]([C:22]#[N:23])=[CH:18][CH:17]=2)[C:10]([CH2:24][CH3:25])=[N:9]1)(=[O:3])C.C(C1C=CC(OC2C(CC)=NN(CC(O)=O)C=2CC)=CC=1)#N.C(NN)=O.